This data is from Forward reaction prediction with 1.9M reactions from USPTO patents (1976-2016). The task is: Predict the product of the given reaction. (1) Given the reactants [C:1]([C:3]1[C:11]2[C:6](=[N+:7]([O-])[CH:8]=[CH:9][CH:10]=2)[N:5]([CH:13]2[CH2:16][CH2:15][CH2:14]2)[CH:4]=1)#[N:2].C[Si](C)(C)N[Si](C)(C)C.[Cl:26]C(OCC)=O.C([O-])(O)=O.[Na+], predict the reaction product. The product is: [Cl:26][C:8]1[N:7]=[C:6]2[N:5]([CH:13]3[CH2:16][CH2:15][CH2:14]3)[CH:4]=[C:3]([C:1]#[N:2])[C:11]2=[CH:10][CH:9]=1. (2) The product is: [Br:13][C:8]1[CH:7]=[C:3]([CH:2]=[C:10]([O:11][CH3:12])[CH:9]=1)[C:4]([OH:6])=[O:5]. Given the reactants N[C:2]1[C:10]([O:11][CH3:12])=[CH:9][C:8]([Br:13])=[CH:7][C:3]=1[C:4]([OH:6])=[O:5].Cl.N([O-])=O.[Na+].[PH2](O)=O, predict the reaction product.